This data is from Forward reaction prediction with 1.9M reactions from USPTO patents (1976-2016). The task is: Predict the product of the given reaction. (1) The product is: [F:7][C:8]([F:27])([F:28])[O:9][C:10]1[CH:26]=[CH:25][C:13]([CH2:14][C:15]2[CH:24]=[CH:23][C:18]([CH2:19][OH:20])=[CH:17][CH:16]=2)=[CH:12][CH:11]=1. Given the reactants [H-].[H-].[H-].[H-].[Li+].[Al+3].[F:7][C:8]([F:28])([F:27])[O:9][C:10]1[CH:26]=[CH:25][C:13]([CH2:14][C:15]2[CH:24]=[CH:23][C:18]([C:19](OC)=[O:20])=[CH:17][CH:16]=2)=[CH:12][CH:11]=1.CCOC(C)=O, predict the reaction product. (2) Given the reactants [CH2:1]([O:4][C:5]1[CH:14]=[CH:13][C:8]([C:9]([O:11][CH3:12])=[O:10])=[CH:7][C:6]=1I)[CH:2]=[CH2:3].C([O-])([O-])=O.[Na+].[Na+].C([O-])=O.[Na+], predict the reaction product. The product is: [CH3:3][C:2]1[C:6]2[CH:7]=[C:8]([C:9]([O:11][CH3:12])=[O:10])[CH:13]=[CH:14][C:5]=2[O:4][CH:1]=1. (3) Given the reactants Br[C:2]1[N:3]=[CH:4][C:5]([NH2:8])=[N:6][CH:7]=1.[CH:9]([Sn](CCCC)(CCCC)CCCC)=[CH2:10].[Li+].[Cl-].CCN(C(C)C)C(C)C.[F-].[K+], predict the reaction product. The product is: [CH:9]([C:2]1[N:3]=[CH:4][C:5]([NH2:8])=[N:6][CH:7]=1)=[CH2:10]. (4) Given the reactants [OH-].[Na+:2].[OH:3][C:4]1[CH:9]=[CH:8][C:7]([S:10]([OH:13])(=[O:12])=[O:11])=[CH:6][C:5]=1[I:14].[CH2:15](Br)[C:16]1[CH:21]=[CH:20][CH:19]=[CH:18][CH:17]=1.O.S(=O)(=O)(O)O, predict the reaction product. The product is: [CH2:15]([O:3][C:4]1[CH:9]=[CH:8][C:7]([S:10]([O-:13])(=[O:11])=[O:12])=[CH:6][C:5]=1[I:14])[C:16]1[CH:21]=[CH:20][CH:19]=[CH:18][CH:17]=1.[Na+:2]. (5) Given the reactants [CH3:1][O:2][C:3]1[CH:4]=[C:5]([C:11](=O)[C:12](=[N:16][OH:17])[C:13](=O)[CH3:14])[CH:6]=[CH:7][C:8]=1[O:9][CH3:10].[NH2:19][NH2:20].C(=O)([O-])[O-:22].[Na+].[Na+], predict the reaction product. The product is: [CH3:1][O:2][C:3]1[CH:4]=[C:5]([C:11]2[NH:20][N:19]=[C:13]([CH3:14])[C:12]=2[N+:16]([O-:17])=[O:22])[CH:6]=[CH:7][C:8]=1[O:9][CH3:10].